This data is from Catalyst prediction with 721,799 reactions and 888 catalyst types from USPTO. The task is: Predict which catalyst facilitates the given reaction. Reactant: [N+:1]([CH:3](S(C1C=CC(C)=CC=1)(=O)=O)[CH3:4])#[C-:2].[Cl:15][C:16]1[CH:23]=[CH:22][C:19]([CH:20]=[O:21])=[CH:18][C:17]=1[F:24].C([O-])([O-])=O.[K+].[K+].O. Product: [Cl:15][C:16]1[CH:23]=[CH:22][C:19]([C:20]2[O:21][CH:2]=[N:1][C:3]=2[CH3:4])=[CH:18][C:17]=1[F:24]. The catalyst class is: 5.